Dataset: Full USPTO retrosynthesis dataset with 1.9M reactions from patents (1976-2016). Task: Predict the reactants needed to synthesize the given product. (1) Given the product [F:22][C@H:23]1[C@@H:29]([O:21][C:14]2[CH:15]=[CH:16][CH:17]=[C:18]3[C:13]=2[N:12]=[C:11]([C:8]2[N:5]4[CH:6]=[CH:7][C:2]([CH3:1])=[CH:3][C:4]4=[N:10][N:9]=2)[CH:20]=[CH:19]3)[CH2:28][CH2:27][N:26]([C:43]([O:45][C:46]([CH3:49])([CH3:48])[CH3:47])=[O:44])[CH2:25][CH2:24]1, predict the reactants needed to synthesize it. The reactants are: [CH3:1][C:2]1[CH:7]=[CH:6][N:5]2[C:8]([C:11]3[CH:20]=[CH:19][C:18]4[C:13](=[C:14]([OH:21])[CH:15]=[CH:16][CH:17]=4)[N:12]=3)=[N:9][N:10]=[C:4]2[CH:3]=1.[F:22][C@H:23]1[C@H:29](OS(C2C=CC([N+]([O-])=O)=CC=2)(=O)=O)[CH2:28][CH2:27][N:26]([C:43]([O:45][C:46]([CH3:49])([CH3:48])[CH3:47])=[O:44])[CH2:25][CH2:24]1.C(N=C(N(C)C)N(C)C)(C)(C)C. (2) Given the product [C:14]1([CH2:13][O:20][C:21]2[CH:22]=[C:23]([CH:26]=[CH:27][C:28]=2[O:29][CH2:7][C:6]2[CH:9]=[CH:10][C:3]([C:2]([F:12])([F:11])[F:1])=[CH:4][CH:5]=2)[CH:24]=[O:25])[CH:19]=[CH:18][CH:17]=[CH:16][CH:15]=1, predict the reactants needed to synthesize it. The reactants are: [F:1][C:2]([F:12])([F:11])[C:3]1[CH:10]=[CH:9][C:6]([CH2:7]Br)=[CH:5][CH:4]=1.[CH2:13]([O:20][C:21]1[CH:22]=[C:23]([CH:26]=[CH:27][C:28]=1[OH:29])[CH:24]=[O:25])[C:14]1[CH:19]=[CH:18][CH:17]=[CH:16][CH:15]=1.C(=O)([O-])[O-].[Cs+].[Cs+]. (3) Given the product [N:13]1([C:2]2[N:3]=[CH:4][C:5]([C:6]([O:8][CH2:9][CH3:10])=[O:7])=[CH:11][CH:12]=2)[CH2:18][CH2:17][O:16][CH2:15][CH2:14]1, predict the reactants needed to synthesize it. The reactants are: Cl[C:2]1[CH:12]=[CH:11][C:5]([C:6]([O:8][CH2:9][CH3:10])=[O:7])=[CH:4][N:3]=1.[NH:13]1[CH2:18][CH2:17][O:16][CH2:15][CH2:14]1.C(#N)C. (4) Given the product [CH3:3][C:4]1([C:9]2[CH:14]=[N:13][CH:12]=[C:11]([CH2:15][N:26]3[CH:25]=[C:24]([N+:21]([O-:23])=[O:22])[CH:28]=[N:27]3)[CH:10]=2)[O:5][CH2:6][CH2:7][O:8]1, predict the reactants needed to synthesize it. The reactants are: N#N.[CH3:3][C:4]1([C:9]2[CH:10]=[C:11]([CH2:15]OS(C)(=O)=O)[CH:12]=[N:13][CH:14]=2)[O:8][CH2:7][CH2:6][O:5]1.[N+:21]([C:24]1[CH:25]=[N:26][NH:27][CH:28]=1)([O-:23])=[O:22].C([O-])([O-])=O.[K+].[K+].[I-]. (5) Given the product [CH2:7]([C:6]1[C:5]([C:12]2[CH:17]=[CH:16][C:15]([O:18][CH:19]3[CH2:24][CH2:23][CH2:22][CH2:21][CH2:20]3)=[CH:14][CH:13]=2)=[C:4]([C:25]([F:28])([F:27])[F:26])[C:3](=[O:2])[NH:31][N:32]=1)[CH2:8][CH2:9][CH3:10], predict the reactants needed to synthesize it. The reactants are: C[O:2][C:3](=O)[C:4]([C:25]([F:28])([F:27])[F:26])=[C:5]([C:12]1[CH:17]=[CH:16][C:15]([O:18][CH:19]2[CH2:24][CH2:23][CH2:22][CH2:21][CH2:20]2)=[CH:14][CH:13]=1)[C:6](=O)[CH2:7][CH2:8][CH2:9][CH3:10].O.[NH2:31][NH2:32]. (6) Given the product [CH3:20][S:17]([C:13]1[CH:12]=[C:11]([C:9]2[S:10][C:5]3[C:4]([N:21]4[CH2:26][CH2:25][O:24][CH2:23][CH2:22]4)=[N:3][C:2]([C:31]4[CH:30]=[N:29][C:28]([NH2:27])=[N:33][CH:32]=4)=[N:7][C:6]=3[CH:8]=2)[CH:16]=[CH:15][CH:14]=1)(=[O:19])=[O:18], predict the reactants needed to synthesize it. The reactants are: Cl[C:2]1[N:3]=[C:4]([N:21]2[CH2:26][CH2:25][O:24][CH2:23][CH2:22]2)[C:5]2[S:10][C:9]([C:11]3[CH:16]=[CH:15][CH:14]=[C:13]([S:17]([CH3:20])(=[O:19])=[O:18])[CH:12]=3)=[CH:8][C:6]=2[N:7]=1.[NH2:27][C:28]1[N:33]=[CH:32][C:31](B2OC(C)(C)C(C)(C)O2)=[CH:30][N:29]=1.